This data is from Reaction yield outcomes from USPTO patents with 853,638 reactions. The task is: Predict the reaction yield, written as a fraction of the theoretical maximum amount of product (1.0 means a 100% yield; for example, 0.34 means a 34% yield). (1) The yield is 0.170. The reactants are C[Al].[CH2:3]([NH2:7])[CH2:4][CH2:5][NH2:6].[CH2:8]([NH:12][C:13]1[CH:14]=[CH:15][C:16]2[N:17]([C:19]([C:22]3[CH:31]=[CH:30][C:25]([C:26]([O:28]C)=[O:27])=[CH:24][CH:23]=3)=[CH:20][N:21]=2)[N:18]=1)[CH2:9][CH2:10][CH3:11].O. The product is [C:26]([OH:28])(=[O:27])[CH3:25].[CH2:8]([NH:12][C:13]1[CH:14]=[CH:15][C:16]2[N:17]([C:19]([C:22]3[CH:23]=[CH:24][C:25]([C:26]4[NH:6][CH2:5][CH2:4][CH2:3][N:7]=4)=[CH:30][CH:31]=3)=[CH:20][N:21]=2)[N:18]=1)[CH2:9][CH2:10][CH3:11]. The catalyst is C1(C)C=CC=CC=1.C(Cl)(Cl)Cl.CO. (2) The product is [NH2:11][C:7]1[CH:6]=[C:5]2[C:10]([C:2]([CH3:17])([CH3:1])[CH2:3][N:4]2[C:14](=[O:16])[CH3:15])=[CH:9][CH:8]=1. The yield is 0.610. The catalyst is CO.[Pd]. The reactants are [CH3:1][C:2]1([CH3:17])[C:10]2[C:5](=[CH:6][C:7]([N+:11]([O-])=O)=[CH:8][CH:9]=2)[N:4]([C:14](=[O:16])[CH3:15])[CH2:3]1. (3) The reactants are [N+:1]([C:4]1[CH:9]=[CH:8][CH:7]=[CH:6][C:5]=1[C:10]1[S:11][C:12]2[C:17]([N:18]=1)=[CH:16][C:15]([CH2:19][N:20]1[CH2:25][CH2:24][N:23]([C:26]([O:28][C:29]([CH3:32])([CH3:31])[CH3:30])=[O:27])[CH2:22][CH2:21]1)=[CH:14][N:13]=2)([O-])=O.[NH4+].[Cl-].O. The catalyst is [Fe].CO. The product is [NH2:1][C:4]1[CH:9]=[CH:8][CH:7]=[CH:6][C:5]=1[C:10]1[S:11][C:12]2[C:17]([N:18]=1)=[CH:16][C:15]([CH2:19][N:20]1[CH2:25][CH2:24][N:23]([C:26]([O:28][C:29]([CH3:32])([CH3:31])[CH3:30])=[O:27])[CH2:22][CH2:21]1)=[CH:14][N:13]=2. The yield is 0.810.